Dataset: Full USPTO retrosynthesis dataset with 1.9M reactions from patents (1976-2016). Task: Predict the reactants needed to synthesize the given product. (1) Given the product [CH2:20]([O:22][CH:23]([O:26][CH2:27][CH3:28])[C:24]1[O:39][C:32]2[CH:33]=[CH:34][N:29]=[CH:30][C:31]=2[CH:25]=1)[CH3:21], predict the reactants needed to synthesize it. The reactants are: C1(P(C2C=CC=CC=2)C2C=CC=CC=2)C=CC=CC=1.[CH2:20]([O:22][CH:23]([O:26][CH2:27][CH3:28])[CH2:24][CH3:25])[CH3:21].[NH:29]1[CH2:34][CH2:33][CH2:32][CH2:31][CH2:30]1.CN(C=[O:39])C. (2) Given the product [S:31]1[C:27]2[CH:26]=[CH:25][CH:24]=[C:23]([O:22][C:19]3[CH:20]=[CH:21][C:16]([NH:15][C:13]4[C:14]5[N:6]([CH2:5][CH2:4][NH:3][C:33](=[O:35])[CH3:34])[CH:7]=[CH:8][C:9]=5[N:10]=[CH:11][N:12]=4)=[CH:17][C:18]=3[Br:32])[C:28]=2[CH:29]=[N:30]1, predict the reactants needed to synthesize it. The reactants are: Cl.Cl.[NH2:3][CH2:4][CH2:5][N:6]1[C:14]2[C:13]([NH:15][C:16]3[CH:21]=[CH:20][C:19]([O:22][C:23]4[C:28]5[CH:29]=[N:30][S:31][C:27]=5[CH:26]=[CH:25][CH:24]=4)=[C:18]([Br:32])[CH:17]=3)=[N:12][CH:11]=[N:10][C:9]=2[CH:8]=[CH:7]1.[C:33](O)(=[O:35])[CH3:34].ON1C2C=CC=CC=2N=N1.Cl.C(N=C=NCCCN(C)C)C. (3) Given the product [C:28]1([CH2:27][O:34][C:35]([NH:37][C:38]2[NH:1][C:2]3[C:7]([N:8]=2)=[N:6][CH:5]=[C:4]([C:9]2[CH:10]=[CH:11][C:12]4[O:18][CH2:17][CH2:16][N:15]([C:19]([O:21][C:22]([CH3:23])([CH3:25])[CH3:24])=[O:20])[CH2:14][C:13]=4[CH:26]=2)[CH:3]=3)=[O:36])[CH:33]=[CH:32][CH:31]=[CH:30][CH:29]=1, predict the reactants needed to synthesize it. The reactants are: [NH2:1][C:2]1[CH:3]=[C:4]([C:9]2[CH:10]=[CH:11][C:12]3[O:18][CH2:17][CH2:16][N:15]([C:19]([O:21][C:22]([CH3:25])([CH3:24])[CH3:23])=[O:20])[CH2:14][C:13]=3[CH:26]=2)[CH:5]=[N:6][C:7]=1[NH2:8].[CH2:27]([O:34][C:35]([NH:37][C:38](=NC(OCC1C=CC=CC=1)=O)SC)=[O:36])[C:28]1[CH:33]=[CH:32][CH:31]=[CH:30][CH:29]=1. (4) The reactants are: Br[C:2]1[CH:3]=[C:4]([NH2:14])[C:5]([N:8]2[CH2:13][CH2:12][O:11][CH2:10][CH2:9]2)=[N:6][CH:7]=1.C1(P(C2CCCCC2)C2C=CC=CC=2C2C(C(C)C)=CC(C(C)C)=CC=2C(C)C)CCCCC1.[CH3:49][CH:50]1[CH2:55][O:54][CH2:53][CH2:52][NH:51]1.[Li+].C[Si]([N-][Si](C)(C)C)(C)C. Given the product [CH3:49][CH:50]1[N:51]([C:2]2[CH:3]=[C:4]([NH2:14])[C:5]([N:8]3[CH2:13][CH2:12][O:11][CH2:10][CH2:9]3)=[N:6][CH:7]=2)[CH2:52][CH2:53][O:54][CH2:55]1, predict the reactants needed to synthesize it. (5) Given the product [NH2:1][C:2]1[C:7]([N+:8]([O-:10])=[O:9])=[CH:6][C:5]([C:21]2[CH:22]=[CH:23][C:18]([F:17])=[CH:19][CH:20]=2)=[CH:4][N:3]=1, predict the reactants needed to synthesize it. The reactants are: [NH2:1][C:2]1[C:7]([N+:8]([O-:10])=[O:9])=[CH:6][C:5](Br)=[CH:4][N:3]=1.C(=O)(O)[O-].[Na+].[F:17][C:18]1[CH:23]=[CH:22][C:21](B(O)O)=[CH:20][CH:19]=1.